This data is from Catalyst prediction with 721,799 reactions and 888 catalyst types from USPTO. The task is: Predict which catalyst facilitates the given reaction. (1) Reactant: [Br:1][C:2]1[CH:7]=[CH:6][C:5]([CH2:8][NH2:9])=[C:4]([F:10])[CH:3]=1.[CH3:11][S:12](Cl)(=[O:14])=[O:13]. Product: [Br:1][C:2]1[CH:7]=[CH:6][C:5]([CH2:8][NH:9][S:12]([CH3:11])(=[O:14])=[O:13])=[C:4]([F:10])[CH:3]=1. The catalyst class is: 529. (2) Reactant: [C:1]([O:6]CC1OC1)(=[O:5])[C:2]([CH3:4])=[CH2:3].C[N:12](CCCCCCCCCCCC)C.C1(C=CC(O)=CC=1)O.CC(C)=O. Product: [C:1]([NH2:12])(=[O:6])[CH:2]=[CH2:3].[C:1]([OH:6])(=[O:5])[C:2]([CH3:4])=[CH2:3]. The catalyst class is: 16. (3) Reactant: [Cl:1][C:2]1[N:7]=[C:6](Cl)[C:5]([I:9])=[CH:4][N:3]=1.CCN(C(C)C)C(C)C.[C:19]([NH2:23])([CH3:22])([CH3:21])[CH3:20]. Product: [C:19]([NH:23][C:6]1[C:5]([I:9])=[CH:4][N:3]=[C:2]([Cl:1])[N:7]=1)([CH3:22])([CH3:21])[CH3:20]. The catalyst class is: 49.